This data is from Full USPTO retrosynthesis dataset with 1.9M reactions from patents (1976-2016). The task is: Predict the reactants needed to synthesize the given product. Given the product [F:14][C:15]1[CH:20]=[CH:19][C:18]([C:2]2[C:3]3[N:10]=[CH:9][N:8]([CH:11]([CH3:13])[CH3:12])[C:4]=3[N:5]=[N:6][CH:7]=2)=[CH:17][C:16]=1[C:30]1[CH:35]=[CH:34][C:33]([S:36]([NH2:39])(=[O:37])=[O:38])=[CH:32][CH:31]=1, predict the reactants needed to synthesize it. The reactants are: Cl[C:2]1[C:3]2[N:10]=[CH:9][N:8]([CH:11]([CH3:13])[CH3:12])[C:4]=2[N:5]=[N:6][CH:7]=1.[F:14][C:15]1[CH:20]=[CH:19][C:18](B2OC(C)(C)C(C)(C)O2)=[CH:17][C:16]=1[C:30]1[CH:35]=[CH:34][C:33]([S:36]([NH2:39])(=[O:38])=[O:37])=[CH:32][CH:31]=1.C([O-])([O-])=O.[Na+].[Na+].